Predict the reactants needed to synthesize the given product. From a dataset of Full USPTO retrosynthesis dataset with 1.9M reactions from patents (1976-2016). (1) Given the product [F:13][C:12]([F:15])([F:14])[C:7]1[CH:8]=[CH:9][CH:10]=[C:11]2[C:6]=1[N:5]=[CH:4][CH:3]=[C:2]2[C:22]1[CH:23]=[C:18]([CH:19]=[CH:20][CH:21]=1)[CH:16]=[O:17], predict the reactants needed to synthesize it. The reactants are: Br[C:2]1[C:11]2[C:6](=[C:7]([C:12]([F:15])([F:14])[F:13])[CH:8]=[CH:9][CH:10]=2)[N:5]=[CH:4][CH:3]=1.[CH:16]([C:18]1[CH:19]=[C:20](B(O)O)[CH:21]=[CH:22][CH:23]=1)=[O:17]. (2) Given the product [CH3:46][N:16]1[C:14]2=[N:15][C:10]([S:7]([NH:6][C:35]3[S:39][N:38]=[CH:37][N:36]=3)(=[O:8])=[O:9])=[CH:11][CH:12]=[C:13]2[C:18]([C:19]2[CH:24]=[CH:23][C:22]([C:25]([F:26])([F:28])[F:27])=[CH:21][C:20]=2[C:29]2[N:33]([CH3:34])[N:32]=[CH:31][CH:30]=2)=[CH:17]1, predict the reactants needed to synthesize it. The reactants are: COC1C=C(OC)C=CC=1C[N:6]([C:35]1[S:39][N:38]=[CH:37][N:36]=1)[S:7]([C:10]1[N:15]=[C:14]2[NH:16][CH:17]=[C:18]([C:19]3[CH:24]=[CH:23][C:22]([C:25]([F:28])([F:27])[F:26])=[CH:21][C:20]=3[C:29]3[N:33]([CH3:34])[N:32]=[CH:31][CH:30]=3)[C:13]2=[CH:12][CH:11]=1)(=[O:9])=[O:8].[CH3:46]N(C=O)C.[H-].[Na+].IC.